From a dataset of Reaction yield outcomes from USPTO patents with 853,638 reactions. Predict the reaction yield, written as a fraction of the theoretical maximum amount of product (1.0 means a 100% yield; for example, 0.34 means a 34% yield). (1) The reactants are [CH:1]([C@H:4]1[NH:9][CH2:8][CH2:7][N:6]2[C:10]3[CH:16]=[C:15]([S:17]([CH3:20])(=[O:19])=[O:18])[C:14]([C:21]([O:23][CH3:24])=[O:22])=[CH:13][C:11]=3[N:12]=[C:5]12)([CH3:3])[CH3:2].Cl[C:26]1[N:31]=[C:30]([CH:32]2[CH2:34][CH2:33]2)[C:29]([C:35]([O:37][CH3:38])=[O:36])=[CH:28][N:27]=1.CCN(C(C)C)C(C)C. The catalyst is C(Cl)Cl.CC(O)C. The product is [CH:32]1([C:30]2[C:29]([C:35]([O:37][CH3:38])=[O:36])=[CH:28][N:27]=[C:26]([N:9]3[CH2:8][CH2:7][N:6]4[C:10]5[CH:16]=[C:15]([S:17]([CH3:20])(=[O:19])=[O:18])[C:14]([C:21]([O:23][CH3:24])=[O:22])=[CH:13][C:11]=5[N:12]=[C:5]4[C@H:4]3[CH:1]([CH3:3])[CH3:2])[N:31]=2)[CH2:33][CH2:34]1. The yield is 0.430. (2) The reactants are I[C:2]1[C:3]([O:20][CH3:21])=[CH:4][C:5]([CH:17]([CH3:19])[CH3:18])=[C:6]([CH:16]=1)[O:7][C:8]1[C:9]([NH2:15])=[N:10][C:11]([NH2:14])=[N:12][CH:13]=1.[C:22]([Cu])#[N:23].O. The catalyst is CN(C=O)C. The product is [NH2:14][C:11]1[N:10]=[C:9]([NH2:15])[C:8]([O:7][C:6]2[C:5]([CH:17]([CH3:19])[CH3:18])=[CH:4][C:3]([O:20][CH3:21])=[C:2]([CH:16]=2)[C:22]#[N:23])=[CH:13][N:12]=1. The yield is 0.440. (3) The reactants are [Cl:1][C:2]1[CH:3]=[C:4]([NH:17][C:18]2[C:27]3[C:22](=[CH:23][C:24](F)=[C:25]([N+:28]([O-:30])=[O:29])[CH:26]=3)[N:21]=[CH:20][N:19]=2)[CH:5]=[CH:6][C:7]=1[O:8][CH2:9][C:10]1[CH:15]=[CH:14][CH:13]=[C:12]([F:16])[CH:11]=1.[CH3:32][O-:33].[Na+].O. The catalyst is CO. The product is [Cl:1][C:2]1[CH:3]=[C:4]([NH:17][C:18]2[C:27]3[C:22](=[CH:23][C:24]([O:33][CH3:32])=[C:25]([N+:28]([O-:30])=[O:29])[CH:26]=3)[N:21]=[CH:20][N:19]=2)[CH:5]=[CH:6][C:7]=1[O:8][CH2:9][C:10]1[CH:15]=[CH:14][CH:13]=[C:12]([F:16])[CH:11]=1. The yield is 0.391. (4) The reactants are [O:1]1[CH2:3][CH:2]1[CH2:4][N:5]([CH2:15][CH:16]1[CH2:18][O:17]1)[S:6]([C:9]1[CH:14]=[CH:13][CH:12]=[CH:11][CH:10]=1)(=[O:8])=[O:7].S(=O)(=O)(O)[OH:20].[Cl-].[Na+]. The product is [OH:17][CH2:18][C@H:16]1[O:20][C@@H:2]([CH2:3][OH:1])[CH2:4][N:5]([S:6]([C:9]2[CH:10]=[CH:11][CH:12]=[CH:13][CH:14]=2)(=[O:7])=[O:8])[CH2:15]1. The yield is 0.250. The catalyst is O1CCCC1. (5) The reactants are C([Li])CCC.[S:6]1[C:14]2[CH:13]=[CH:12][N:11]=[CH:10][C:9]=2[CH:8]=[CH:7]1.CN(C)CCN(C)C.[CH2:23]([Sn:27](Cl)([CH2:32][CH2:33][CH2:34][CH3:35])[CH2:28][CH2:29][CH2:30][CH3:31])[CH2:24][CH2:25][CH3:26]. The catalyst is O1CCCC1.O. The product is [CH2:32]([Sn:27]([CH2:23][CH2:24][CH2:25][CH3:26])([CH2:28][CH2:29][CH2:30][CH3:31])[C:7]1[S:6][C:14]2[CH:13]=[CH:12][N:11]=[CH:10][C:9]=2[CH:8]=1)[CH2:33][CH2:34][CH3:35]. The yield is 0.480. (6) The reactants are [Cl:1][C:2]1[CH:7]=[CH:6][C:5]([OH:8])=[C:4]([C:9]([OH:17])([CH3:16])[CH2:10][N:11]2[CH:15]=[CH:14][N:13]=[CH:12]2)[CH:3]=1.[Cl:18][C:19]1[CH:26]=[C:25]([Cl:27])[CH:24]=[CH:23][C:20]=1[CH2:21]Cl. No catalyst specified. The product is [Cl:1][C:2]1[CH:7]=[CH:6][C:5]([O:8][CH2:21][C:20]2[CH:23]=[CH:24][C:25]([Cl:27])=[CH:26][C:19]=2[Cl:18])=[C:4]([C:9]([OH:17])([CH3:16])[CH2:10][N:11]2[CH:15]=[CH:14][N:13]=[CH:12]2)[CH:3]=1. The yield is 0.519. (7) The reactants are [CH3:1][S:2]([C:5]1[CH:10]=[CH:9][C:8]([C:11]2[N:16]3[N:17]=[C:18]([NH2:20])[N:19]=[C:15]3[CH:14]=[CH:13][CH:12]=2)=[CH:7][CH:6]=1)(=[O:4])=[O:3].Br[C:22]1[CH:27]=[CH:26][CH:25]=[C:24]([S:28]([CH3:31])(=[O:30])=[O:29])[CH:23]=1. No catalyst specified. The product is [CH3:31][S:28]([C:24]1[CH:23]=[C:22]([NH:20][C:18]2[N:19]=[C:15]3[CH:14]=[CH:13][CH:12]=[C:11]([C:8]4[CH:9]=[CH:10][C:5]([S:2]([CH3:1])(=[O:3])=[O:4])=[CH:6][CH:7]=4)[N:16]3[N:17]=2)[CH:27]=[CH:26][CH:25]=1)(=[O:30])=[O:29]. The yield is 0.390. (8) The reactants are [CH3:1][N:2]1[CH2:7][CH2:6][N:5]([CH2:8][C:9](=[S:11])[NH2:10])[CH2:4][CH2:3]1.[Cl:12][CH2:13][C:14]([CH2:16]Cl)=O.C(=O)(O)[O-].[Na+].S(Cl)(Cl)=O. The catalyst is C(Cl)(Cl)Cl. The product is [ClH:12].[Cl:12][CH2:13][C:14]1[N:10]=[C:9]([CH2:8][N:5]2[CH2:6][CH2:7][N:2]([CH3:1])[CH2:3][CH2:4]2)[S:11][CH:16]=1. The yield is 0.590. (9) The yield is 0.150. The reactants are [NH2:1][C:2]1[CH:3]=[N:4][N:5]([CH3:22])[C:6]=1[N:7]1[CH2:12][CH2:11][CH2:10][C@H:9]([CH2:13][NH:14]C(=O)OC(C)(C)C)[CH2:8]1.[NH2:23][C:24]1[C:25]([C:31]([OH:33])=O)=[N:26][C:27](Br)=[CH:28][CH:29]=1.[F:34][C:35]1[CH:40]=[CH:39][CH:38]=[CH:37][C:36]=1B(O)O. No catalyst specified. The product is [NH2:23][C:24]1[C:25]([C:31]([NH:1][C:2]2[CH:3]=[N:4][N:5]([CH3:22])[C:6]=2[N:7]2[CH2:12][CH2:11][CH2:10][C@@H:9]([CH2:13][NH2:14])[CH2:8]2)=[O:33])=[N:26][C:27]([C:36]2[CH:37]=[CH:38][CH:39]=[CH:40][C:35]=2[F:34])=[CH:28][CH:29]=1. (10) The reactants are [Cl:1][C:2]1[C:3](=[O:29])[N:4]([C:18]2[CH:23]=[C:22]([C:24](=O)[C:25]#[CH:26])[CH:21]=[CH:20][C:19]=2[CH3:28])[C:5]([CH3:17])=[N:6][C:7]=1[O:8][CH2:9][C:10]1[CH:15]=[CH:14][CH:13]=[C:12]([CH3:16])[N:11]=1.Cl.[OH:31][C:32]([CH3:37])([CH3:36])[C:33]([NH2:35])=[NH:34].C(=O)([O-])[O-].[K+].[K+]. The catalyst is C(#N)C. The product is [Cl:1][C:2]1[C:3](=[O:29])[N:4]([C:18]2[CH:23]=[C:22]([C:24]3[CH:25]=[CH:26][N:35]=[C:33]([C:32]([OH:31])([CH3:37])[CH3:36])[N:34]=3)[CH:21]=[CH:20][C:19]=2[CH3:28])[C:5]([CH3:17])=[N:6][C:7]=1[O:8][CH2:9][C:10]1[CH:15]=[CH:14][CH:13]=[C:12]([CH3:16])[N:11]=1. The yield is 0.120.